From a dataset of Catalyst prediction with 721,799 reactions and 888 catalyst types from USPTO. Predict which catalyst facilitates the given reaction. (1) Reactant: [C:1]([CH2:3][C:4]([OH:6])=[O:5])#[N:2].O[N:8]1[C:12](=[O:13])[CH2:11][CH2:10][C:9]1=[O:14].N=C=N. Product: [C:1]([CH2:3][C:4]([O:6][N:8]1[C:12](=[O:13])[CH2:11][CH2:10][C:9]1=[O:14])=[O:5])#[N:2]. The catalyst class is: 4. (2) Reactant: [O:1]1[C:5]2[CH:6]=[CH:7][CH:8]=[CH:9][C:4]=2[C:3](OS(C(F)(F)F)(=O)=O)=[CH:2]1.C(N(CC)CC)C.[CH3:25][C:26]1([CH3:33])[C:30]([CH3:32])([CH3:31])[O:29][BH:28][O:27]1.C(Cl)Cl. Product: [CH3:25][C:26]1([CH3:33])[C:30]([CH3:32])([CH3:31])[O:29][B:28]([C:3]2[C:4]3[CH:9]=[CH:8][CH:7]=[CH:6][C:5]=3[O:1][CH:2]=2)[O:27]1. The catalyst class is: 450. (3) Reactant: [CH3:1][S:2][C:3]1[CH:12]=[C:11]2[C:6]([N:7]=[CH:8][C:9](=O)[NH:10]2)=[CH:5][CH:4]=1.P(Cl)(Cl)([Cl:16])=O. Product: [Cl:16][C:9]1[CH:8]=[N:7][C:6]2[C:11](=[CH:12][C:3]([S:2][CH3:1])=[CH:4][CH:5]=2)[N:10]=1. The catalyst class is: 4.